This data is from NCI-60 drug combinations with 297,098 pairs across 59 cell lines. The task is: Regression. Given two drug SMILES strings and cell line genomic features, predict the synergy score measuring deviation from expected non-interaction effect. Drug 1: CC1=C2C(C(=O)C3(C(CC4C(C3C(C(C2(C)C)(CC1OC(=O)C(C(C5=CC=CC=C5)NC(=O)OC(C)(C)C)O)O)OC(=O)C6=CC=CC=C6)(CO4)OC(=O)C)O)C)O. Drug 2: C(CCl)NC(=O)N(CCCl)N=O. Cell line: T-47D. Synergy scores: CSS=10.1, Synergy_ZIP=-3.22, Synergy_Bliss=-1.27, Synergy_Loewe=4.56, Synergy_HSA=0.121.